Task: Binary Classification. Given a miRNA mature sequence and a target amino acid sequence, predict their likelihood of interaction.. Dataset: Experimentally validated miRNA-target interactions with 360,000+ pairs, plus equal number of negative samples (1) The miRNA is cel-miR-82-3p with sequence UGAGAUCAUCGUGAAAGCCAGU. The protein sequence of the target gene is MDADEGQDMSQVSGKESPPVSDTPDEGDEPMPIPEDLSTTSGGQQSSKSDRVVASNVKVETQSDEENGRACEMNGEECAEDLRMLDASGEKMNGSHRDQGSSALSGVGGIRLPNGKLKCDICGIICIGPNVLMVHKRSHTGERPFQCNQCGASFTQKGNLLRHIKLHSGEKPFKCHLCNYACRRRDALTGHLRTHSVGKPHKCGYCGRSYKQRSSLEEHKERCHNYLESMGLPGTLYPVIKEETNHSEMAEDLCKIGSERSLVLDRLASNVAKRKSSMPQKFLGDKGLSDTPYDSSASYE.... Result: 0 (no interaction). (2) The miRNA is mmu-miR-466q with sequence GUGCACACACACACAUACGU. The protein sequence of the target gene is MAEERPPRLVDYFVVAGLAGNGAPIPEEKWVPEPTGPLRPPRPAEPITDVAVIARALGEEVPQGYTCIQTSAGGHPLELSAGLLGGTQPVICYRRGRDKPPLVELGVLYEGKERPKLGFQVLDTTPYSHSANLAPPGPGHPRTYLMYRRAAEGAGLHALGITDLCLVLPSKGEGTPHTYCRLPRNLNPGMWGPAVYLCYKVGLAKANTLVYEAELLGRYPEEDNEAFPLPESVPVFCLPMGATIECWPAQTKYPVPVFSTFVLTGAAGDKVYGAALQFYEAFPRARLSERQARALGLMSA.... Result: 1 (interaction). (3) The miRNA is hsa-miR-1909-5p with sequence UGAGUGCCGGUGCCUGCCCUG. The protein sequence of the target gene is MKYPLVPLVSDLTLSFLVFWLCLPVALLLFLTIVWLHFLLSQESKEDDSDLCFNWEPWSKRPSECGCEETFPGEEDGLHW. Result: 0 (no interaction). (4) The miRNA is hsa-miR-6858-5p with sequence GUGAGGAGGGGCUGGCAGGGAC. The protein sequence of the target gene is MINTQDSSILPLSNCPQLQCCRHIVPGPLWCSDAPHPLSKIPGGRGGGRDPSLSALIYKDEKLTVTQDLPVNDGKPHIVHFQYEVTEVKVSSWDAVLSSQSLFVEIPDGLLADGSKEGLLALLEFAEEKMKVNYVFICFRKGREDRAPLLKTFSFLGFEIVRPGHPCVPSRPDVMFMVYPLDQNLSDED. Result: 0 (no interaction).